The task is: Predict which catalyst facilitates the given reaction.. This data is from Catalyst prediction with 721,799 reactions and 888 catalyst types from USPTO. (1) Reactant: C[O:2][C:3](=[O:23])/[CH:4]=[CH:5]/[C:6]1[CH:7]=[CH:8][C:9]2[O:20][C:13]3([CH2:18][CH2:17][CH2:16][N:15]([CH3:19])[CH2:14]3)[NH:12][C:11](=[O:21])[C:10]=2[CH:22]=1.[OH-].[Na+]. Product: [CH3:19][N:15]1[CH2:16][CH2:17][CH2:18][C:13]2([NH:12][C:11](=[O:21])[C:10]3[CH:22]=[C:6](/[CH:5]=[CH:4]/[C:3]([OH:23])=[O:2])[CH:7]=[CH:8][C:9]=3[O:20]2)[CH2:14]1. The catalyst class is: 127. (2) Reactant: [F:1][C:2]([F:8])([CH3:7])[CH2:3][CH2:4][CH2:5][OH:6].[S:9](Cl)([C:12]1[CH:18]=[CH:17][C:15]([CH3:16])=[CH:14][CH:13]=1)(=[O:11])=[O:10]. Product: [CH3:16][C:15]1[CH:17]=[CH:18][C:12]([S:9]([O:6][CH2:5][CH2:4][CH2:3][C:2]([F:8])([F:1])[CH3:7])(=[O:11])=[O:10])=[CH:13][CH:14]=1. The catalyst class is: 64. (3) Reactant: CN(OC)[C:3]([C:5]1[N:6]=[CH:7][N:8]2[C:13]3[CH:14]=[CH:15][CH:16]=[C:17]([CH2:18][CH2:19][N:20]4[CH2:25][CH2:24][N:23]([C:26]5[CH:35]=[CH:34][CH:33]=[C:32]6[C:27]=5[CH:28]=[CH:29][C:30]([CH3:36])=[N:31]6)[CH2:22][CH2:21]4)[C:12]=3[O:11][CH2:10][C:9]=12)=[O:4]. Product: [CH3:36][C:30]1[CH:29]=[CH:28][C:27]2[C:32](=[CH:33][CH:34]=[CH:35][C:26]=2[N:23]2[CH2:22][CH2:21][N:20]([CH2:19][CH2:18][C:17]3[C:12]4[O:11][CH2:10][C:9]5=[C:5]([CH:3]=[O:4])[N:6]=[CH:7][N:8]5[C:13]=4[CH:14]=[CH:15][CH:16]=3)[CH2:25][CH2:24]2)[N:31]=1. The catalyst class is: 1. (4) Reactant: [Cl:1][C:2]1[CH:3]=[C:4]([CH2:8][C:9]([OH:11])=O)[CH:5]=[CH:6][CH:7]=1.C[Si]([N-][Si](C)(C)C)(C)C.[Na+].[Cl:22][C:23]1[CH:32]=[CH:31][C:26](C(OC)=O)=[CH:25][CH:24]=1. Product: [Cl:1][C:2]1[CH:3]=[C:4]([CH2:8][C:9]([C:26]2[CH:31]=[CH:32][C:23]([Cl:22])=[CH:24][CH:25]=2)=[O:11])[CH:5]=[CH:6][CH:7]=1. The catalyst class is: 1.